Dataset: Catalyst prediction with 721,799 reactions and 888 catalyst types from USPTO. Task: Predict which catalyst facilitates the given reaction. (1) Reactant: [Cl:1][C:2]1[C:7]([C:8]2[CH:13]=[CH:12][C:11]([S:14](Cl)(=[O:16])=[O:15])=[CH:10][CH:9]=2)=[C:6]([C:18]2[CH:23]=[CH:22][C:21]([S:24]([CH3:27])(=[O:26])=[O:25])=[CH:20][CH:19]=2)[N:5]=[C:4]([C:28]([F:31])([F:30])[F:29])[N:3]=1.[CH3:32][NH2:33]. Product: [Cl:1][C:2]1[C:7]([C:8]2[CH:13]=[CH:12][C:11]([S:14]([NH:33][CH3:32])(=[O:16])=[O:15])=[CH:10][CH:9]=2)=[C:6]([C:18]2[CH:23]=[CH:22][C:21]([S:24]([CH3:27])(=[O:26])=[O:25])=[CH:20][CH:19]=2)[N:5]=[C:4]([C:28]([F:31])([F:30])[F:29])[N:3]=1. The catalyst class is: 4. (2) Product: [Br:1][C:2]1[C:3]([N:12]2[CH2:17][CH2:16][N:15]([CH2:18][C:19]3[CH:24]=[CH:23][C:22]([F:25])=[CH:21][CH:20]=3)[CH2:14][CH2:13]2)=[C:4]2[N:9]=[C:26]([C:27]3[CH:32]=[CH:31][C:30]([O:33][CH3:34])=[CH:29][CH:28]=3)[NH:8][C:5]2=[N:6][CH:7]=1. The catalyst class is: 14. Reactant: [Br:1][C:2]1[C:3]([N:12]2[CH2:17][CH2:16][N:15]([CH2:18][C:19]3[CH:24]=[CH:23][C:22]([F:25])=[CH:21][CH:20]=3)[CH2:14][CH2:13]2)=[C:4]([N+:9]([O-])=O)[C:5]([NH2:8])=[N:6][CH:7]=1.[CH:26](=O)[C:27]1[CH:32]=[CH:31][C:30]([O:33][CH3:34])=[CH:29][CH:28]=1.[O-]S(S([O-])=O)=O.[Na+].[Na+]. (3) Reactant: [C:1](Cl)(Cl)=[O:2].[NH2:5][C:6]1[CH:14]=[C:13]([Br:15])[CH:12]=[CH:11][C:7]=1[C:8]([OH:10])=[O:9]. Product: [Br:15][C:13]1[CH:12]=[CH:11][C:7]2[C:8](=[O:10])[O:9][C:1](=[O:2])[NH:5][C:6]=2[CH:14]=1. The catalyst class is: 295. (4) Reactant: [N:1]1([C:11]([O:13][C:14]([CH3:17])([CH3:16])[CH3:15])=[O:12])[CH2:6][CH2:5][NH:4][CH:3](C(OC)=O)[CH2:2]1.C(=O)([O-])[O-:19].[K+].[K+].Cl.Cl[CH2:26][C:27]1[N:28]([CH3:34])[C:29](=[N:32][CH3:33])[S:30][CH:31]=1. Product: [CH3:34][N:28]1[C:27]([CH2:26][N:4]2[CH2:5][CH2:6][N:1]([C:11]([O:13][C:14]([CH3:15])([CH3:16])[CH3:17])=[O:12])[CH2:2][C:3]2=[O:19])=[CH:31][S:30]/[C:29]/1=[N:32]\[CH3:33]. The catalyst class is: 3. (5) Reactant: CN(C(ON1N=NC2C=CC=NC1=2)=[N+](C)C)C.F[P-](F)(F)(F)(F)F.[C:25]([C:29]1[CH:30]=[C:31]([NH:40][C:41]([NH:43][C:44]2[C:53]3[C:48](=[CH:49][CH:50]=[CH:51][CH:52]=3)[C:47]([O:54][C:55]3[CH:60]=[CH:59][N:58]=[C:57]([NH:61][C:62]4[CH:67]=[CH:66][CH:65]=[C:64]([O:68][CH3:69])[CH:63]=4)[CH:56]=3)=[CH:46][CH:45]=2)=[O:42])[C:32]([O:38][CH3:39])=[C:33]([CH:37]=1)[C:34](O)=[O:35])([CH3:28])([CH3:27])[CH3:26].CCN(CC)CC.[O:77]1[CH2:80][CH:79]([NH2:81])[CH2:78]1. Product: [C:25]([C:29]1[CH:30]=[C:31]([NH:40][C:41]([NH:43][C:44]2[C:53]3[C:48](=[CH:49][CH:50]=[CH:51][CH:52]=3)[C:47]([O:54][C:55]3[CH:60]=[CH:59][N:58]=[C:57]([NH:61][C:62]4[CH:67]=[CH:66][CH:65]=[C:64]([O:68][CH3:69])[CH:63]=4)[CH:56]=3)=[CH:46][CH:45]=2)=[O:42])[C:32]([O:38][CH3:39])=[C:33]([CH:37]=1)[C:34]([NH:81][CH:79]1[CH2:80][O:77][CH2:78]1)=[O:35])([CH3:28])([CH3:26])[CH3:27]. The catalyst class is: 39. (6) Reactant: [C:1]([OH:10])(=[O:9])[CH:2]([CH:4]([C:6]([OH:8])=[O:7])[OH:5])[OH:3].[CH3:11][O:12][C:13]1[CH:14]=[C:15]2[CH2:24][CH:23]([CH2:25][CH:26]3[CH2:31][CH2:30][N:29]([CH2:32][C:33]4[CH:34]=[CH:35][CH:36]=[CH:37][CH:38]=4)[CH2:28][CH2:27]3)[C:21](=[O:22])[C:16]2=[CH:17][C:18]=1[O:19][CH3:20]. Product: [CH3:11][O:12][C:13]1[CH:14]=[C:15]2[CH2:24][CH:23]([CH2:25][CH:26]3[CH2:27][CH2:28][N:29]([CH2:32][C:33]4[CH:38]=[CH:37][CH:36]=[CH:35][CH:34]=4)[CH2:30][CH2:31]3)[C:21](=[O:22])[C:16]2=[CH:17][C:18]=1[O:19][CH3:20].[C:6]([CH:4]([CH:2]([C:1]([O-:10])=[O:9])[OH:3])[OH:5])([O-:8])=[O:7]. The catalyst class is: 8. (7) Reactant: [C:1]([C:3]1[N:8]=[CH:7][C:6]([NH:9][C@@H:10]2[CH2:15][CH2:14][CH2:13][CH2:12][C@@H:11]2[NH:16]C(=O)OC(C)(C)C)=[CH:5][C:4]=1[NH:24][C:25]1[CH:34]=[CH:33][C:32]2[C:31](O)([CH3:35])[CH2:30][CH2:29][CH2:28][C:27]=2[N:26]=1)#[N:2].FC(F)(F)C(O)=O. Product: [NH2:16][C@H:11]1[CH2:12][CH2:13][CH2:14][CH2:15][C@H:10]1[NH:9][C:6]1[CH:5]=[C:4]([NH:24][C:25]2[CH:34]=[CH:33][C:32]3[C:31]([CH3:35])=[CH:30][CH2:29][CH2:28][C:27]=3[N:26]=2)[C:3]([C:1]#[N:2])=[N:8][CH:7]=1. The catalyst class is: 426. (8) Reactant: [Br:1][C:2]1[CH:7]=[C:6]([S:8][C:9]2[CH:14]=[CH:13][C:12]([Cl:15])=[CH:11][CH:10]=2)[CH:5]=[CH:4][C:3]=1[CH2:16][OH:17].C(N(C(C)C)CC)(C)C.[CH3:27][O:28][CH2:29]Cl. Product: [Br:1][C:2]1[CH:7]=[C:6]([S:8][C:9]2[CH:14]=[CH:13][C:12]([Cl:15])=[CH:11][CH:10]=2)[CH:5]=[CH:4][C:3]=1[CH2:16][O:17][CH2:27][O:28][CH3:29]. The catalyst class is: 2. (9) Reactant: FC(F)(F)C(O)=O.C(OC([N:15]1[CH2:18][CH2:17][C@H:16]1[CH2:19][O:20][C:21]1[CH:22]=[C:23]([C:27]2[CH:32]=[CH:31][C:30](CCCO)=[CH:29][CH:28]=2)[CH:24]=[N:25][CH:26]=1)=O)(C)(C)C.[ClH:37].CC([O:42][C:43]([C@@H:45](N)[CH2:46]SS[CH2:46][C@H:45](N)[C:43]([O:42]C(C)(C)C)=O)=O)(C)C.Cl.Cl. Product: [ClH:37].[NH:15]1[CH2:18][CH2:17][C@H:16]1[CH2:19][O:20][C:21]1[CH:22]=[C:23]([C:27]2[CH:28]=[C:29]([CH2:46][CH2:45][CH2:43][OH:42])[CH:30]=[CH:31][CH:32]=2)[CH:24]=[N:25][CH:26]=1. The catalyst class is: 232.